This data is from Forward reaction prediction with 1.9M reactions from USPTO patents (1976-2016). The task is: Predict the product of the given reaction. (1) Given the reactants [CH3:1][C:2]1([CH3:12])[CH2:4][C:3]1([C:6]1[CH:11]=[N:10][CH:9]=[CH:8][N:7]=1)[OH:5], predict the reaction product. The product is: [CH3:1][C:2]1([CH3:12])[CH2:4][C:3]1([CH:6]1[CH2:11][NH:10][CH2:9][CH2:8][NH:7]1)[OH:5]. (2) Given the reactants [O:1]=[C:2]1[N:7]([CH2:8][C:9]2[CH:14]=[CH:13][C:12]([CH2:15][N:16]3[CH:21]=[CH:20][CH:19]=[CH:18][C:17]3=[O:22])=[CH:11][CH:10]=2)[CH:6]=[C:5]([C:23]([O:25]C)=[O:24])[CH:4]=[CH:3]1.C1COCC1.CO.[OH-].[Li+], predict the reaction product. The product is: [O:1]=[C:2]1[N:7]([CH2:8][C:9]2[CH:10]=[CH:11][C:12]([CH2:15][N:16]3[CH:21]=[CH:20][CH:19]=[CH:18][C:17]3=[O:22])=[CH:13][CH:14]=2)[CH:6]=[C:5]([C:23]([OH:25])=[O:24])[CH:4]=[CH:3]1. (3) Given the reactants [NH2:1][C:2]1[CH:30]=[CH:29][C:5]([O:6][C:7]2[N:12]=[CH:11][N:10]=[C:9]([NH:13][C:14]([N:16]3[CH2:21][CH2:20][N:19]([CH2:22][CH2:23][N:24]4[CH2:28][CH2:27][CH2:26][CH2:25]4)[CH2:18][CH2:17]3)=[O:15])[CH:8]=2)=[C:4]([F:31])[CH:3]=1.CC1(C)C2(CS(O)(=O)=O)C(CC1CC2)=O.[C:47]1([CH2:53][C:54]([N:56]=[C:57]=[S:58])=[O:55])[CH:52]=[CH:51][CH:50]=[CH:49][CH:48]=1, predict the reaction product. The product is: [F:31][C:4]1[CH:3]=[C:2]([NH:1][C:57]([NH:56][C:54](=[O:55])[CH2:53][C:47]2[CH:48]=[CH:49][CH:50]=[CH:51][CH:52]=2)=[S:58])[CH:30]=[CH:29][C:5]=1[O:6][C:7]1[N:12]=[CH:11][N:10]=[C:9]([NH:13][C:14]([N:16]2[CH2:21][CH2:20][N:19]([CH2:22][CH2:23][N:24]3[CH2:28][CH2:27][CH2:26][CH2:25]3)[CH2:18][CH2:17]2)=[O:15])[CH:8]=1. (4) Given the reactants [CH2:1]([N:3]([C:29](=O)[C:30]1[CH:35]=[CH:34][C:33]([OH:36])=[CH:32][CH:31]=1)[C:4]1[CH:9]=[C:8]([O:10][CH3:11])[CH:7]=[CH:6][C:5]=1[C@@H:12]1[CH2:21][CH2:20][C:19]2[CH:18]=[C:17]([O:22]C(=O)C(C)(C)C)[CH:16]=[CH:15][C:14]=2[CH2:13]1)[CH3:2].Cl[CH2:39][C:40]([N:42]([CH2:44][CH2:45][O:46][CH3:47])[CH3:43])=O, predict the reaction product. The product is: [CH2:1]([N:3]([CH2:29][C:30]1[CH:31]=[CH:32][C:33]([O:36][CH2:39][CH2:40][N:42]([CH2:44][CH2:45][O:46][CH3:47])[CH3:43])=[CH:34][CH:35]=1)[C:4]1[CH:9]=[C:8]([O:10][CH3:11])[CH:7]=[CH:6][C:5]=1[C@@H:12]1[CH2:21][CH2:20][C:19]2[CH:18]=[C:17]([OH:22])[CH:16]=[CH:15][C:14]=2[CH2:13]1)[CH3:2]. (5) Given the reactants [Cl:1][C:2]1[CH:7]=[CH:6][CH:5]=[C:4]([F:8])[C:3]=1[C:9]1[N:10]=[C:11]2[CH:16]=[CH:15][CH:14]=[C:13]([O:17][CH3:18])[N:12]2[C:19]=1[NH2:20].[N:21]([C:24]1[CH:33]=[CH:32][C:27]2[O:28][CH2:29][CH2:30][O:31][C:26]=2[CH:25]=1)=[C:22]=[O:23], predict the reaction product. The product is: [Cl:1][C:2]1[CH:7]=[CH:6][CH:5]=[C:4]([F:8])[C:3]=1[C:9]1[N:10]=[C:11]2[CH:16]=[CH:15][CH:14]=[C:13]([O:17][CH3:18])[N:12]2[C:19]=1[NH:20][C:22]([NH:21][C:24]1[CH:33]=[CH:32][C:27]2[O:28][CH2:29][CH2:30][O:31][C:26]=2[CH:25]=1)=[O:23]. (6) Given the reactants [NH2:1][C:2]1[C:6]([C:7]([C:9]2[S:10][CH:11]=[CH:12][CH:13]=2)=[O:8])=[CH:5][NH:4][N:3]=1.CN(C)[CH:16]=[CH:17][C:18]([C:20]1[CH:25]=[CH:24][CH:23]=[C:22]([O:26][CH:27]2[CH2:31][CH2:30][CH2:29][CH2:28]2)[CH:21]=1)=O, predict the reaction product. The product is: [CH:27]1([O:26][C:22]2[CH:21]=[C:20]([C:18]3[N:3]4[N:4]=[CH:5][C:6]([C:7]([C:9]5[S:10][CH:11]=[CH:12][CH:13]=5)=[O:8])=[C:2]4[N:1]=[CH:16][CH:17]=3)[CH:25]=[CH:24][CH:23]=2)[CH2:28][CH2:29][CH2:30][CH2:31]1. (7) Given the reactants [C:1]([Si:5]([O:8][CH2:9][C:10]1[O:11][CH2:12][C:13](F)([F:15])[CH:14]=1)([CH3:7])[CH3:6])([CH3:4])([CH3:3])[CH3:2], predict the reaction product. The product is: [C:1]([Si:5]([O:8][CH2:9][C:10]1[O:11][CH:12]=[C:13]([F:15])[CH:14]=1)([CH3:7])[CH3:6])([CH3:4])([CH3:2])[CH3:3]. (8) Given the reactants CC(N=NC(C#N)(C)C)([C:4]#[N:5])C.C1C(=O)N(Br)C(=O)C1.[CH3:21][C:22]1[CH:31]=[C:30]([N+:32]([O-:34])=[O:33])[CH:29]=[CH:28][C:23]=1[C:24](OC)=[O:25], predict the reaction product. The product is: [CH3:4][N:5]1[CH2:21][C:22]2[C:23](=[CH:28][CH:29]=[C:30]([N+:32]([O-:34])=[O:33])[CH:31]=2)[C:24]1=[O:25].